The task is: Predict the product of the given reaction.. This data is from Forward reaction prediction with 1.9M reactions from USPTO patents (1976-2016). Given the reactants [S:1]([C:5]1[CH:11]=[CH:10][C:8]([CH3:9])=[CH:7][CH:6]=1)([O-:4])(=[O:3])=[S:2].[K+].Br[CH2:14][CH2:15][CH2:16][Cl:17], predict the reaction product. The product is: [Cl:17][CH2:16][CH2:15][CH2:14][S:2][S:1]([C:5]1[CH:11]=[CH:10][C:8]([CH3:9])=[CH:7][CH:6]=1)(=[O:4])=[O:3].